From a dataset of TCR-epitope binding with 47,182 pairs between 192 epitopes and 23,139 TCRs. Binary Classification. Given a T-cell receptor sequence (or CDR3 region) and an epitope sequence, predict whether binding occurs between them. (1) The epitope is YLDAYNMMI. The TCR CDR3 sequence is CSVEWAGGLTGELFF. Result: 1 (the TCR binds to the epitope). (2) The epitope is RISNCVADY. The TCR CDR3 sequence is CASSSPAAYNEQFF. Result: 1 (the TCR binds to the epitope). (3) The TCR CDR3 sequence is CSVAGTSGGIVVNEQYF. The epitope is YIFFASFYY. Result: 0 (the TCR does not bind to the epitope). (4) The epitope is NQKLIANQF. The TCR CDR3 sequence is CASSQLGGYSTEAFF. Result: 0 (the TCR does not bind to the epitope). (5) The epitope is FADDLNQLTGY. The TCR CDR3 sequence is CASSLDKGLAPYNEQFF. Result: 0 (the TCR does not bind to the epitope). (6) The epitope is PKYVKQNTLKLAT. The TCR CDR3 sequence is CASTAELKGAEGYTF. Result: 1 (the TCR binds to the epitope). (7) The epitope is VVYRGTTTY. The TCR CDR3 sequence is CASSHFSGAGYCSGANVLTF. Result: 1 (the TCR binds to the epitope).